Dataset: Forward reaction prediction with 1.9M reactions from USPTO patents (1976-2016). Task: Predict the product of the given reaction. (1) Given the reactants [NH2:1][C:2]1[CH:3]=[N:4][N:5]([CH3:21])[C:6]=1[O:7][CH:8]1[CH2:13][CH2:12][N:11](C(OC(C)(C)C)=O)[CH2:10][CH2:9]1.[NH2:22][C:23]1[C:24]([C:30]([OH:32])=O)=[N:25][C:26](Br)=[CH:27][CH:28]=1.[F:33][C:34]1[CH:39]=[CH:38][CH:37]=[CH:36][C:35]=1B(O)O, predict the reaction product. The product is: [NH2:22][C:23]1[C:24]([C:30]([NH:1][C:2]2[CH:3]=[N:4][N:5]([CH3:21])[C:6]=2[O:7][CH:8]2[CH2:9][CH2:10][NH:11][CH2:12][CH2:13]2)=[O:32])=[N:25][C:26]([C:35]2[CH:36]=[CH:37][CH:38]=[CH:39][C:34]=2[F:33])=[CH:27][CH:28]=1. (2) Given the reactants C([O:8][C:9]1[N:14]=[CH:13][C:12]([N:15]2[CH2:20][CH2:19][O:18][CH2:17][CH2:16]2)=[CH:11][N:10]=1)C1C=CC=CC=1.[ClH:21].O1CCOCC1, predict the reaction product. The product is: [ClH:21].[N:15]1([C:12]2[CH:13]=[N:14][C:9]([OH:8])=[N:10][CH:11]=2)[CH2:16][CH2:17][O:18][CH2:19][CH2:20]1. (3) The product is: [CH3:20][N:12]([C:9]1[CH:8]=[CH:7][C:6]([N+:3]([O-:5])=[O:4])=[CH:11][CH:10]=1)[C:13](=[O:19])[O:14][C:15]([CH3:16])([CH3:18])[CH3:17]. Given the reactants [H-].[Na+].[N+:3]([C:6]1[CH:11]=[CH:10][C:9]([NH:12][C:13](=[O:19])[O:14][C:15]([CH3:18])([CH3:17])[CH3:16])=[CH:8][CH:7]=1)([O-:5])=[O:4].[CH3:20]I, predict the reaction product. (4) Given the reactants Br[C:2]1[N:6]2[CH:7]=[C:8]([CH:29]3[CH2:31][CH2:30]3)[C:9]([O:11][CH2:12][C:13]3([CH3:28])[CH2:18][CH2:17][N:16]([CH2:19][C:20]4[CH:25]=[C:24]([Cl:26])[CH:23]=[C:22]([Cl:27])[CH:21]=4)[CH2:15][CH2:14]3)=[CH:10][C:5]2=[N:4][N:3]=1.[CH:32]1([S:35]([NH2:38])(=[O:37])=[O:36])CC1.CS(N)(=O)=O, predict the reaction product. The product is: [CH:29]1([C:8]2[C:9]([O:11][CH2:12][C:13]3([CH3:28])[CH2:14][CH2:15][N:16]([CH2:19][C:20]4[CH:25]=[C:24]([Cl:26])[CH:23]=[C:22]([Cl:27])[CH:21]=4)[CH2:17][CH2:18]3)=[CH:10][C:5]3[N:6]([C:2]([NH:38][S:35]([CH3:32])(=[O:37])=[O:36])=[N:3][N:4]=3)[CH:7]=2)[CH2:31][CH2:30]1. (5) Given the reactants [NH2:1]/[C:2](/OCC)=[CH:3]\[C:4](=O)[C:5]([F:8])([F:7])[F:6].[NH2:13][NH2:14], predict the reaction product. The product is: [F:6][C:5]([F:8])([F:7])[C:4]1[NH:14][N:13]=[C:2]([NH2:1])[CH:3]=1. (6) The product is: [C:24]([C:17]1[CH:18]=[C:19]([C:20]([CH3:22])([CH3:23])[CH3:21])[C:5]2[O:4][C:3](=[O:29])[CH:7]([C:8]3[CH:13]=[CH:12][C:11]([CH3:14])=[C:10]([CH3:15])[CH:9]=3)[C:6]=2[CH:16]=1)([CH3:27])([CH3:26])[CH3:25]. Given the reactants Cl.N[C:3]1[O:4][C:5]2[C:19]([C:20]([CH3:23])([CH3:22])[CH3:21])=[CH:18][C:17]([C:24]([CH3:27])([CH3:26])[CH3:25])=[CH:16][C:6]=2[C:7]=1[C:8]1[CH:13]=[CH:12][C:11]([CH3:14])=[C:10]([CH3:15])[CH:9]=1.C[OH:29], predict the reaction product. (7) Given the reactants [CH3:1][N:2]1[C:29]2[C:24](=[CH:25][C:26]([C:30](O)=[O:31])=[CH:27][CH:28]=2)[C:4]2([CH2:9][CH2:8][N:7]([C:10](=[O:23])/[CH:11]=[CH:12]/[C:13]3[CH:18]=[CH:17][CH:16]=[CH:15][C:14]=3[C:19]([F:22])([F:21])[F:20])[CH2:6][CH2:5]2)[C:3]1=[O:33].C[CH2:35][N:36]=[C:37]=NCCCN(C)C.C1C=CC2N(O)N=NC=2C=1.CCN(C(C)C)C(C)C.N(C)C.Cl, predict the reaction product. The product is: [CH3:35][N:36]([CH3:37])[C:30]([C:26]1[CH:25]=[C:24]2[C:4]3([CH2:5][CH2:6][N:7]([C:10](=[O:23])/[CH:11]=[CH:12]/[C:13]4[CH:18]=[CH:17][CH:16]=[CH:15][C:14]=4[C:19]([F:22])([F:21])[F:20])[CH2:8][CH2:9]3)[C:3](=[O:33])[N:2]([CH3:1])[C:29]2=[CH:28][CH:27]=1)=[O:31]. (8) Given the reactants [CH3:1][O:2][C:3]1[N:8]=[CH:7][C:6]([C:9]2[N:10]=[C:11]3[C:16](=[CH:17][CH:18]=2)[N:15]=[CH:14][C:13]2[CH:19]=[CH:20][C:21](=[O:46])[N:22]([C:23]4[CH:28]=[CH:27][C:26]([N:29]5[CH2:34][CH2:33][N:32](C(OC(C)(C)C)=O)[CH2:31][CH2:30]5)=[C:25]([C:42]([F:45])([F:44])[F:43])[CH:24]=4)[C:12]3=2)=[CH:5][CH:4]=1.Cl, predict the reaction product. The product is: [CH3:1][O:2][C:3]1[N:8]=[CH:7][C:6]([C:9]2[N:10]=[C:11]3[C:16](=[CH:17][CH:18]=2)[N:15]=[CH:14][C:13]2[CH:19]=[CH:20][C:21](=[O:46])[N:22]([C:23]4[CH:28]=[CH:27][C:26]([N:29]5[CH2:34][CH2:33][NH:32][CH2:31][CH2:30]5)=[C:25]([C:42]([F:45])([F:44])[F:43])[CH:24]=4)[C:12]3=2)=[CH:5][CH:4]=1. (9) Given the reactants Br[C:2]1[N:6]([CH3:7])[C:5]([C:8]2[O:12][N:11]=[C:10]([CH:13]3[CH2:15][CH2:14]3)[N:9]=2)=[C:4]([CH3:16])[N:3]=1.[C:17]1([C:23]#[CH:24])[CH:22]=[CH:21][CH:20]=[CH:19][CH:18]=1, predict the reaction product. The product is: [CH:13]1([C:10]2[N:9]=[C:8]([C:5]3[N:6]([CH3:7])[C:2]([C:24]#[C:23][C:17]4[CH:22]=[CH:21][CH:20]=[CH:19][CH:18]=4)=[N:3][C:4]=3[CH3:16])[O:12][N:11]=2)[CH2:15][CH2:14]1.